From a dataset of Full USPTO retrosynthesis dataset with 1.9M reactions from patents (1976-2016). Predict the reactants needed to synthesize the given product. (1) The reactants are: [CH3:1][C:2]1([CH3:26])[CH2:11][CH2:10][C:9]([CH3:13])([CH3:12])[C:8]2[CH:7]=[C:6]([C:14]3[N:19]=[C:18]([N:20]4[CH2:25][CH2:24][NH:23][CH2:22][CH2:21]4)[CH:17]=[CH:16][CH:15]=3)[CH:5]=[CH:4][C:3]1=2.C(OC([NH:34][C@H:35]([C:39](O)=[O:40])[C@@H:36]([CH3:38])[OH:37])=O)(C)(C)C.C1C=CC2N(O)N=NC=2C=1.Cl.CN(C)CCCN=C=NCC.CCN(C(C)C)C(C)C. Given the product [NH2:34][C@@H:35]([CH:36]([OH:37])[CH3:38])[C:39]([N:23]1[CH2:22][CH2:21][N:20]([C:18]2[CH:17]=[CH:16][CH:15]=[C:14]([C:6]3[CH:5]=[CH:4][C:3]4[C:2]([CH3:26])([CH3:1])[CH2:11][CH2:10][C:9]([CH3:12])([CH3:13])[C:8]=4[CH:7]=3)[N:19]=2)[CH2:25][CH2:24]1)=[O:40], predict the reactants needed to synthesize it. (2) Given the product [ClH:35].[ClH:35].[CH3:1][N:2]1[CH2:3][CH2:4][N:5]2[C:9]([C:10]([F:11])([F:12])[F:13])=[CH:8][CH:7]=[C:6]2[C:14]21[CH2:19][CH2:18][NH:17][CH2:16][CH2:15]2, predict the reactants needed to synthesize it. The reactants are: [CH3:1][N:2]1[C:14]2([CH2:19][CH2:18][N:17](C(OC(C)(C)C)=O)[CH2:16][CH2:15]2)[C:6]2=[CH:7][CH:8]=[C:9]([C:10]([F:13])([F:12])[F:11])[N:5]2[CH2:4][CH2:3]1.O1CCOCC1.CO.[ClH:35].